This data is from Reaction yield outcomes from USPTO patents with 853,638 reactions. The task is: Predict the reaction yield, written as a fraction of the theoretical maximum amount of product (1.0 means a 100% yield; for example, 0.34 means a 34% yield). (1) The reactants are [S:1](Cl)(Cl)=O.[Br:5][C:6]1[CH:7]=[C:8]([NH2:17])[C:9]([NH2:16])=[CH:10][C:11]=1[C:12]([F:15])([F:14])[F:13].C(N(CC)CC)C. The catalyst is ClCCl. The product is [Br:5][C:6]1[C:11]([C:12]([F:15])([F:14])[F:13])=[CH:10][C:9]2=[N:16][S:1][N:17]=[C:8]2[CH:7]=1. The yield is 0.680. (2) The reactants are [CH3:1][C@@H:2]1[CH2:7][O:6][CH2:5][CH2:4][NH:3]1.C(N=C=NCCCN(C)C)C.OC1C2N=NNC=2C=CC=1.[NH2:29][C:30]1[CH:38]=[CH:37][C:33]([C:34](O)=[O:35])=[CH:32][N:31]=1. The catalyst is C(O)C. The product is [NH2:29][C:30]1[N:31]=[CH:32][C:33]([C:34]([N:3]2[CH2:4][CH2:5][O:6][CH2:7][C@H:2]2[CH3:1])=[O:35])=[CH:37][CH:38]=1. The yield is 0.360. (3) The reactants are [CH3:1][S:2](Cl)(=[O:4])=[O:3].[C:6]([O:10][C:11]([N:13]1[CH2:18][CH2:17][N:16]([CH2:19][CH2:20][NH2:21])[CH2:15][CH2:14]1)=[O:12])([CH3:9])([CH3:8])[CH3:7]. The catalyst is N1C=CC=CC=1. The product is [C:6]([O:10][C:11]([N:13]1[CH2:14][CH2:15][N:16]([CH2:19][CH2:20][NH:21][S:2]([CH3:1])(=[O:4])=[O:3])[CH2:17][CH2:18]1)=[O:12])([CH3:9])([CH3:8])[CH3:7]. The yield is 0.700.